This data is from Peptide-MHC class I binding affinity with 185,985 pairs from IEDB/IMGT. The task is: Regression. Given a peptide amino acid sequence and an MHC pseudo amino acid sequence, predict their binding affinity value. This is MHC class I binding data. The peptide sequence is MIIGEPIIVA. The MHC is HLA-A02:01 with pseudo-sequence HLA-A02:01. The binding affinity (normalized) is 0.649.